This data is from Forward reaction prediction with 1.9M reactions from USPTO patents (1976-2016). The task is: Predict the product of the given reaction. (1) Given the reactants N[C:2]1[CH:3]=[C:4]([C@@H:9]2[CH2:13][NH:12][C:11](=[O:14])[CH2:10]2)[CH:5]=[CH:6][C:7]=1[Cl:8].Cl.N([O-])=O.[Na+].[I-:20].[K+], predict the reaction product. The product is: [Cl:8][C:7]1[CH:6]=[CH:5][C:4]([C@@H:9]2[CH2:13][NH:12][C:11](=[O:14])[CH2:10]2)=[CH:3][C:2]=1[I:20]. (2) Given the reactants [CH3:1][O:2][C:3](=[O:36])[C@@H:4]([NH:14][C:15]([C:17]1[S:18][C:19]([C:23](=[O:35])[NH:24][CH2:25][C:26]2[CH:34]=[CH:33][CH:32]=[C:31]3[C:27]=2[CH:28]=[N:29][NH:30]3)=[CH:20][C:21]=1[Cl:22])=[O:16])[CH2:5][NH:6]C(OC(C)(C)C)=O.[C:37]([OH:43])([C:39]([F:42])([F:41])[F:40])=[O:38], predict the reaction product. The product is: [F:40][C:39]([F:42])([F:41])[C:37]([OH:43])=[O:38].[CH3:1][O:2][C:3](=[O:36])[C@@H:4]([NH:14][C:15]([C:17]1[S:18][C:19]([C:23](=[O:35])[NH:24][CH2:25][C:26]2[CH:34]=[CH:33][CH:32]=[C:31]3[C:27]=2[CH:28]=[N:29][NH:30]3)=[CH:20][C:21]=1[Cl:22])=[O:16])[CH2:5][NH2:6]. (3) Given the reactants [F:1][C:2]1[CH:7]=[CH:6][C:5]([F:8])=[CH:4][C:3]=1[C:9]1[N:13]=[C:12]([C@H:14]([NH2:19])[C:15]([CH3:18])([CH3:17])[CH3:16])[N:11]([CH2:20][C:21]2[CH:26]=[CH:25][CH:24]=[C:23]([F:27])[CH:22]=2)[N:10]=1.[F:28][C@@H:29]1[C@H:33]([CH:34]=O)[CH2:32][N:31]([C:36]([O:38][CH2:39][C:40]2[CH:45]=[CH:44][CH:43]=[CH:42][CH:41]=2)=[O:37])[CH2:30]1.[BH-](OC(C)=O)(OC(C)=O)OC(C)=O.[Na+].C[N+]1([O-])CCOCC1, predict the reaction product. The product is: [F:1][C:2]1[CH:7]=[CH:6][C:5]([F:8])=[CH:4][C:3]=1[C:9]1[N:13]=[C:12]([C@H:14]([NH:19][CH2:34][C@H:33]2[C@@H:29]([F:28])[CH2:30][N:31]([C:36]([O:38][CH2:39][C:40]3[CH:45]=[CH:44][CH:43]=[CH:42][CH:41]=3)=[O:37])[CH2:32]2)[C:15]([CH3:18])([CH3:16])[CH3:17])[N:11]([CH2:20][C:21]2[CH:26]=[CH:25][CH:24]=[C:23]([F:27])[CH:22]=2)[N:10]=1. (4) Given the reactants [CH3:1][C:2]1([CH3:10])[C:4]([CH3:6])([CH3:5])[CH:3]1[C:7]([OH:9])=[O:8].C(Cl)(=O)C(Cl)=O.[CH3:17][C:18]1[CH:23]=[C:22](O)[C:21]2[O:25][C:26]3[C:31]([C:32]([O:34][CH2:35][C:20]=2[CH:19]=1)=[O:33])=[C:30]([O:36][CH3:37])[C:29]([C@@H:38]([OH:43])[CH2:39][CH:40]([CH3:42])[CH3:41])=[CH:28][CH:27]=3.[H-].[Na+], predict the reaction product. The product is: [CH3:1][C:2]1([CH3:10])[C:4]([CH3:6])([CH3:5])[CH:3]1[C:7]([O:9][C:22]1[C:21]2[O:25][C:26]3[CH:27]=[CH:28][C:29]([C@@H:38]([OH:43])[CH2:39][CH:40]([CH3:42])[CH3:41])=[C:30]([O:36][CH3:37])[C:31]=3[C:32](=[O:33])[O:34][CH2:35][C:20]=2[CH:19]=[C:18]([CH3:17])[CH:23]=1)=[O:8]. (5) Given the reactants [Cl:1][C:2]1[CH:3]=[C:4]([C:30]2[CH2:31][CH2:32][C:33](=[O:36])[NH:34][N:35]=2)[CH:5]=[CH:6][C:7]=1[O:8][CH2:9][C:10]([N:12]1[CH2:17][CH2:16][CH:15]([NH:18][CH2:19][C@H:20]([OH:29])[CH2:21][O:22][C:23]2[CH:28]=[CH:27][CH:26]=[CH:25][CH:24]=2)[CH2:14][CH2:13]1)=[O:11].[F:37]C1C=CC=CC=1O, predict the reaction product. The product is: [Cl:1][C:2]1[CH:3]=[C:4]([C:30]2[CH2:31][CH2:32][C:33](=[O:36])[NH:34][N:35]=2)[CH:5]=[CH:6][C:7]=1[O:8][CH2:9][C:10]([N:12]1[CH2:13][CH2:14][CH:15]([NH:18][CH2:19][C@H:20]([OH:29])[CH2:21][O:22][C:23]2[CH:24]=[CH:25][CH:26]=[CH:27][C:28]=2[F:37])[CH2:16][CH2:17]1)=[O:11].